Dataset: Full USPTO retrosynthesis dataset with 1.9M reactions from patents (1976-2016). Task: Predict the reactants needed to synthesize the given product. (1) Given the product [CH2:26]([O:25][SiH:24]([O:16][CH2:20][CH3:19])[O:8][Si:7]([C:10]1[CH:15]=[CH:14][CH:13]=[CH:12][CH:11]=1)([C:1]1[CH:2]=[CH:3][CH:4]=[CH:5][CH:6]=1)[O:9][SiH:24]([O:25][CH2:26][CH3:27])[O:28][CH2:29][CH3:30])[CH3:27], predict the reactants needed to synthesize it. The reactants are: [C:1]1([Si:7]([C:10]2[CH:15]=[CH:14][CH:13]=[CH:12][CH:11]=2)([OH:9])[OH:8])[CH:6]=[CH:5][CH:4]=[CH:3][CH:2]=1.[O:16]1[CH2:20][CH2:19]CC1.C(O[SiH:24]([O:28][CH2:29][CH3:30])[O:25][CH2:26][CH3:27])C. (2) Given the product [C:29]([O:28][CH:6]1[CH:5]([O:4][C:1](=[O:3])[CH3:2])[CH:10]([OH:11])[CH:9]([O:19][C:20](=[O:22])[CH3:21])[CH:8]([CH2:23][O:24][C:25](=[O:27])[CH3:26])[O:7]1)(=[O:31])[CH3:30], predict the reactants needed to synthesize it. The reactants are: [C:1]([O:4][CH:5]1[CH:10]([O:11]CC2C=CC=CC=2)[CH:9]([O:19][C:20](=[O:22])[CH3:21])[CH:8]([CH2:23][O:24][C:25](=[O:27])[CH3:26])[O:7][CH:6]1[O:28][C:29](=[O:31])[CH3:30])(=[O:3])[CH3:2]. (3) Given the product [CH:2]([NH:1][C:24](=[O:25])[CH2:23][Cl:22])([C:3]1[CH:8]=[CH:7][CH:6]=[CH:5][CH:4]=1)[C:9]1[CH:14]=[CH:13][CH:12]=[CH:11][CH:10]=1, predict the reactants needed to synthesize it. The reactants are: [NH2:1][CH:2]([C:9]1[CH:14]=[CH:13][CH:12]=[CH:11][CH:10]=1)[C:3]1[CH:8]=[CH:7][CH:6]=[CH:5][CH:4]=1.CCN(CC)CC.[Cl:22][CH2:23][C:24](Cl)=[O:25]. (4) The reactants are: [SH3+].[Br-].[F:3][C:4]1[CH:15]=[CH:14][CH:13]=[CH:12][C:5]=1[CH2:6][S+]1CCCC1.[C:16]([O:26][CH2:27][CH3:28])(=[O:25])[CH:17]=[CH:18][C:19]1[CH:24]=[CH:23][CH:22]=[CH:21][CH:20]=1.C1OCCOCCOCCOC1.[Li+].C[Si]([N-][Si](C)(C)C)(C)C. Given the product [CH2:27]([O:26][C:16]([C@H:17]1[C@H:18]([C:19]2[CH:24]=[CH:23][CH:22]=[CH:21][CH:20]=2)[C@H:6]1[C:5]1[CH:12]=[CH:13][CH:14]=[CH:15][C:4]=1[F:3])=[O:25])[CH3:28], predict the reactants needed to synthesize it. (5) Given the product [CH3:19][O:20][N:21]=[C:3]([C:5]1[C:10]([Cl:11])=[CH:9][C:8]([O:12][CH2:13][C:14]([F:17])([F:16])[F:15])=[CH:7][N:6]=1)[CH2:2][Br:1], predict the reactants needed to synthesize it. The reactants are: [Br:1][CH2:2][C:3]([C:5]1[C:10]([Cl:11])=[CH:9][C:8]([O:12][CH2:13][C:14]([F:17])([F:16])[F:15])=[CH:7][N:6]=1)=O.Cl.[CH3:19][O:20][NH2:21]. (6) Given the product [C:3]1([CH:9]2[CH2:14][CH2:13][CH2:12][CH2:11][CH:10]2[C:15]([OH:17])=[O:16])[CH:8]=[CH:7][CH:6]=[CH:5][CH:4]=1, predict the reactants needed to synthesize it. The reactants are: O=O.[C:3]1([C:9]2[CH2:14][CH2:13][CH2:12][CH2:11][C:10]=2[C:15]([OH:17])=[O:16])[CH:8]=[CH:7][CH:6]=[CH:5][CH:4]=1.C(N(CC)CC)C.[H][H].